Predict the reaction yield, written as a fraction of the theoretical maximum amount of product (1.0 means a 100% yield; for example, 0.34 means a 34% yield). From a dataset of Reaction yield outcomes from USPTO patents with 853,638 reactions. (1) The reactants are COC(C1C=C(NS(C2C=CC(C)=CC=2)(=O)=O)C2C(=C(OCC3C=CC=CC=3)C=CC=2)N=1)=O.[CH3:34][O:35][C:36]([C:38]1[CH:47]=[C:46]([OH:48])[C:45]2[C:40](=[C:41]([O:56]CC3C=CC=CC=3)[CH:42]=[C:43]([C:49]3[CH:54]=[CH:53][CH:52]=[C:51]([CH3:55])[CH:50]=3)[CH:44]=2)[N:39]=1)=[O:37]. No catalyst specified. The product is [CH3:34][O:35][C:36]([C:38]1[CH:47]=[C:46]([OH:48])[C:45]2[C:40](=[C:41]([OH:56])[CH:42]=[C:43]([C:49]3[CH:54]=[CH:53][CH:52]=[C:51]([CH3:55])[CH:50]=3)[CH:44]=2)[N:39]=1)=[O:37]. The yield is 0.510. (2) The reactants are Cl[C:2]1[N:7]2[N:8]=[C:9]([CH3:11])[CH:10]=[C:6]2[N:5]=[C:4]([NH:12][C:13]([CH:15]2[CH2:17][CH:16]2[C:18]2[CH:23]=[CH:22][CH:21]=[CH:20][CH:19]=2)=[O:14])[CH:3]=1.[F:24][C@H:25]1[CH2:29][CH2:28][NH:27][CH2:26]1. The catalyst is CN1C(=O)CCC1.CS(C)=O.CO. The product is [F:24][C@H:25]1[CH2:29][CH2:28][N:27]([C:2]2[N:7]3[N:8]=[C:9]([CH3:11])[CH:10]=[C:6]3[N:5]=[C:4]([NH:12][C:13]([CH:15]3[CH2:17][CH:16]3[C:18]3[CH:23]=[CH:22][CH:21]=[CH:20][CH:19]=3)=[O:14])[CH:3]=2)[CH2:26]1. The yield is 0.440. (3) The reactants are [C:1]1([CH:7]([OH:10])[CH2:8][OH:9])[CH:6]=[CH:5][CH:4]=[CH:3][CH:2]=1.[CH:11](=O)[CH3:12]. The catalyst is C1(C)C=CC(S(O)(=O)=O)=CC=1.CCOCC. The product is [CH3:11][CH:12]1[O:10][CH:7]([C:1]2[CH:6]=[CH:5][CH:4]=[CH:3][CH:2]=2)[CH2:8][O:9]1. The yield is 0.892. (4) The reactants are [CH3:1][O:2][C:3]([C:5]1[S:6][C:7]([C:11]2[CH:16]=[CH:15][C:14]([Cl:17])=[CH:13][CH:12]=2)=[C:8]([CH3:10])[CH:9]=1)=[O:4].[Br:18]Br. The catalyst is C(Cl)(Cl)Cl.[Cl-].[Zn+2].[Cl-]. The product is [CH3:1][O:2][C:3]([C:5]1[S:6][C:7]([C:11]2[CH:12]=[CH:13][C:14]([Cl:17])=[CH:15][CH:16]=2)=[C:8]([CH3:10])[C:9]=1[Br:18])=[O:4]. The yield is 0.425.